This data is from Reaction yield outcomes from USPTO patents with 853,638 reactions. The task is: Predict the reaction yield, written as a fraction of the theoretical maximum amount of product (1.0 means a 100% yield; for example, 0.34 means a 34% yield). (1) The reactants are C([O-])([O-])=O.[K+].[K+].Br[CH2:8][C:9]1[C:10]([Cl:16])=[N:11][C:12]([Cl:15])=[CH:13][CH:14]=1.[F:17][CH2:18][CH:19]([CH2:26][F:27])[CH2:20][CH:21]([OH:25])[CH2:22][NH:23][CH3:24]. The catalyst is CO. The product is [Cl:16][C:10]1[C:9]([CH2:8][N:23]([CH3:24])[CH2:22][CH:21]([OH:25])[CH2:20][CH:19]([CH2:18][F:17])[CH2:26][F:27])=[CH:14][CH:13]=[C:12]([Cl:15])[N:11]=1. The yield is 0.570. (2) The reactants are Cl[CH2:2][C:3]1[CH:8]=[CH:7][CH:6]=[C:5]([F:9])[CH:4]=1.[C:10]([O:14][C:15](=[O:26])[NH:16][CH2:17][CH2:18][C:19]1[CH:24]=[CH:23][CH:22]=[C:21]([OH:25])[CH:20]=1)([CH3:13])([CH3:12])[CH3:11].C([O-])([O-])=O.[K+].[K+].[I-].[K+]. The catalyst is CN(C)C=O. The product is [C:10]([O:14][C:15](=[O:26])[NH:16][CH2:17][CH2:18][C:19]1[CH:24]=[CH:23][CH:22]=[C:21]([O:25][CH2:2][C:3]2[CH:8]=[CH:7][CH:6]=[C:5]([F:9])[CH:4]=2)[CH:20]=1)([CH3:13])([CH3:11])[CH3:12]. The yield is 0.860. (3) The reactants are [O:1]([C:3]1[CH:4]=[C:5]2[C:9](=[CH:10][CH:11]=1)[C:8](=O)[CH2:7][CH2:6]2)[CH3:2].Br[CH:14]([CH3:19])[C:15]([O:17]C)=[O:16]. No catalyst specified. The product is [CH3:2][O:1][C:3]1[CH:4]=[C:5]2[C:9]([C:8]([CH:14]([CH3:19])[C:15]([OH:17])=[O:16])=[CH:7][CH2:6]2)=[CH:10][CH:11]=1. The yield is 0.680. (4) The reactants are [CH3:1][O:2][C:3]1[C:8]([O:9][CH3:10])=[C:7]([O:11][CH3:12])[CH:6]=[C:5]([CH3:13])[C:4]=1[CH:14]([C:16]1[C:17]([Cl:30])=[N:18][C:19]([Cl:29])=[C:20]([CH:26]([OH:28])[CH3:27])[C:21]=1[C:22]([F:25])([F:24])[F:23])[OH:15]. The catalyst is [O-2].[O-2].[Mn+4].C1(C)C=CC=CC=1. The product is [CH3:1][O:2][C:3]1[C:8]([O:9][CH3:10])=[C:7]([O:11][CH3:12])[CH:6]=[C:5]([CH3:13])[C:4]=1[C:14]([C:16]1[C:21]([C:22]([F:25])([F:24])[F:23])=[C:20]([C:26](=[O:28])[CH3:27])[C:19]([Cl:29])=[N:18][C:17]=1[Cl:30])=[O:15]. The yield is 0.660. (5) The reactants are [N:1]([CH2:4][C:5]([O:7][CH2:8][CH3:9])=[O:6])=[C:2]=[O:3].[C:10]1([CH2:16][N:17]2[C:22](=[O:23])[CH2:21][C:20](=[O:24])[NH:19][C:18]2=[O:25])[CH:15]=[CH:14][CH:13]=[CH:12][CH:11]=1.C(N(C(C)C)C(C)C)C. The catalyst is ClCCl. The product is [OH:24][C:20]1[NH:19][C:18](=[O:25])[N:17]([CH2:16][C:10]2[CH:11]=[CH:12][CH:13]=[CH:14][CH:15]=2)[C:22](=[O:23])[C:21]=1[C:2]([NH:1][CH2:4][C:5]([O:7][CH2:8][CH3:9])=[O:6])=[O:3]. The yield is 0.730. (6) The reactants are [S:1]1[C:5]2[CH:6]=[C:7]([N:10]3[CH2:14][CH2:13][NH:12][C:11]3=[O:15])[CH:8]=[CH:9][C:4]=2[N:3]=[CH:2]1.Br[C:17]1[CH:18]=[N:19][CH:20]=[CH:21][C:22]=1[Cl:23].N[C@@H]1CCCC[C@H]1N.P([O-])([O-])([O-])=O.[K+].[K+].[K+]. The catalyst is [Cu](I)I.O1CCOCC1. The product is [S:1]1[C:5]2[CH:6]=[C:7]([N:10]3[CH2:14][CH2:13][N:12]([C:17]4[CH:18]=[N:19][CH:20]=[CH:21][C:22]=4[Cl:23])[C:11]3=[O:15])[CH:8]=[CH:9][C:4]=2[N:3]=[CH:2]1. The yield is 0.377. (7) The reactants are [C:1]([O:5][C:6]([N:8]1[C:16]2[C:11](=[CH:12][CH:13]=[C:14]([OH:17])[CH:15]=2)[C:10]([Br:18])=[C:9]1[C:19]1[C:20]2[S:33][CH:32]=[CH:31][C:21]=2[N:22]([C:24]([O:26][C:27]([CH3:30])([CH3:29])[CH3:28])=[O:25])[N:23]=1)=[O:7])([CH3:4])([CH3:3])[CH3:2].C(=O)([O-])[O-].[Cs+].[Cs+]. The catalyst is BrCCCBr. The product is [C:1]([O:5][C:6]([N:8]1[C:16]2[C:11](=[CH:12][CH:13]=[C:14]([O:17][CH2:19][CH2:9][CH2:10][Br:18])[CH:15]=2)[C:10]([Br:18])=[C:9]1[C:19]1[C:20]2[S:33][CH:32]=[CH:31][C:21]=2[N:22]([C:24]([O:26][C:27]([CH3:30])([CH3:29])[CH3:28])=[O:25])[N:23]=1)=[O:7])([CH3:4])([CH3:2])[CH3:3]. The yield is 0.720. (8) The reactants are [C:1]1(=[O:7])[NH:5][C:4](=[O:6])[CH:3]=[CH:2]1.[CH:8]([S:10]([CH:13]=[CH2:14])(=[O:12])=[O:11])=[CH2:9].[OH-].C([N+](CCCC)(CCCC)CCCC)CCC. The catalyst is O1CCOCC1. The product is [CH:8]([S:10]([CH2:13][CH2:14][N:5]1[C:4](=[O:6])[CH:3]=[CH:2][C:1]1=[O:7])(=[O:12])=[O:11])=[CH2:9]. The yield is 0.610. (9) The reactants are C([C:3]1[CH:11]=[CH:10][CH:9]=[C:8]2[C:4]=1[C:5](=[O:13])[C:6](=[O:12])[NH:7]2)C.S(=O)(=O)(O)O.[OH:19]O.[C:21](O)(=O)[CH3:22]. No catalyst specified. The product is [CH2:21]([C:11]1[CH:3]=[C:4]2[C:5]([O:13][C:6](=[O:12])[NH:7][C:8]2=[CH:9][CH:10]=1)=[O:19])[CH3:22]. The yield is 0.480.